Dataset: Forward reaction prediction with 1.9M reactions from USPTO patents (1976-2016). Task: Predict the product of the given reaction. (1) Given the reactants [Si]([O:8][C@H:9]([C@H:20]([CH3:38])[CH2:21][N:22]([CH:35]([CH3:37])[CH3:36])[C:23](=[O:34])[C:24]1[CH:29]=[CH:28][CH:27]=[C:26]([N+:30]([O-:32])=[O:31])[C:25]=1F)[CH2:10][N:11]([CH3:19])[C:12](=[O:18])[O:13][C:14]([CH3:17])([CH3:16])[CH3:15])(C(C)(C)C)(C)C.[F-].[Cs+], predict the reaction product. The product is: [CH:35]([N:22]1[CH2:21][C@@H:20]([CH3:38])[C@H:9]([CH2:10][N:11]([CH3:19])[C:12](=[O:18])[O:13][C:14]([CH3:16])([CH3:15])[CH3:17])[O:8][C:25]2[C:26]([N+:30]([O-:32])=[O:31])=[CH:27][CH:28]=[CH:29][C:24]=2[C:23]1=[O:34])([CH3:36])[CH3:37]. (2) Given the reactants [CH2:1]([CH:3]1[N:12]2[C:7](=[CH:8][C:9](=[O:18])[C:10]([C:13]([O:15]CC)=[O:14])=[CH:11]2)[C:6]2[CH:19]=[C:20]([O:32][CH3:33])[C:21]([O:23][CH2:24][C:25](=[O:31])N3CCCC3)=[CH:22][C:5]=2[CH2:4]1)[CH3:2].[OH-].[Na+].Cl.C1[CH2:41][O:40][CH2:39][CH2:38]1, predict the reaction product. The product is: [CH2:1]([CH:3]1[N:12]2[C:7](=[CH:8][C:9](=[O:18])[C:10]([C:13]([OH:15])=[O:14])=[CH:11]2)[C:6]2[CH:19]=[C:20]([O:32][CH3:33])[C:21]([O:23][CH2:24][CH2:25][O:31][CH2:38][CH2:39][O:40][CH3:41])=[CH:22][C:5]=2[CH2:4]1)[CH3:2]. (3) Given the reactants C([O:8][N:9]1[C:14]2[N:15]=[CH:16][N:17]=[C:18]([CH3:19])[C:13]=2[C:12]([NH:20][CH2:21][C:22]2[NH:23][CH:24]=[CH:25][N:26]=2)=[CH:11][C:10]1=[O:27])C1C=CC=CC=1.[H][H], predict the reaction product. The product is: [OH:8][N:9]1[C:14]2[N:15]=[CH:16][N:17]=[C:18]([CH3:19])[C:13]=2[C:12]([NH:20][CH2:21][C:22]2[NH:23][CH:24]=[CH:25][N:26]=2)=[CH:11][C:10]1=[O:27]. (4) Given the reactants [CH3:1][N:2]1[CH2:7][CH2:6][N:5]([CH2:8][CH2:9][O:10][C:11]2[CH:20]=[C:19]3[C:14]([C:15](=O)[NH:16][CH:17]=[N:18]3)=[C:13]([O:22][CH:23]3[CH2:28][CH2:27][O:26][CH2:25][CH2:24]3)[CH:12]=2)[CH2:4][CH2:3]1.P(Cl)(Cl)(Cl)=O.C(N(C(C)C)CC)(C)C.[Cl:43][C:44]1[C:49]([NH2:50])=[C:48]2[O:51][CH2:52][O:53][C:47]2=[CH:46][CH:45]=1, predict the reaction product. The product is: [Cl:43][C:44]1[C:49]([NH:50][C:15]2[C:14]3[C:19](=[CH:20][C:11]([O:10][CH2:9][CH2:8][N:5]4[CH2:4][CH2:3][N:2]([CH3:1])[CH2:7][CH2:6]4)=[CH:12][C:13]=3[O:22][CH:23]3[CH2:24][CH2:25][O:26][CH2:27][CH2:28]3)[N:18]=[CH:17][N:16]=2)=[C:48]2[O:51][CH2:52][O:53][C:47]2=[CH:46][CH:45]=1. (5) Given the reactants [C:1]([C:3]1[S:4][C:5]2[CH:11]=[C:10]([O:12]C)[CH:9]=[CH:8][C:6]=2[N:7]=1)#[N:2].Cl.N1C=CC=CC=1, predict the reaction product. The product is: [C:1]([C:3]1[S:4][C:5]2[CH:11]=[C:10]([OH:12])[CH:9]=[CH:8][C:6]=2[N:7]=1)#[N:2]. (6) Given the reactants [O:1]=[C:2]1[N:7]([C:8]2[CH:17]=[N:16][C:15]3[C:10](=[CH:11][C:12]([C:18]4[CH:19]=[N:20][CH:21]=[C:22]([NH:24][S:25]([C:28]5[CH:33]=[CH:32][CH:31]=[CH:30][CH:29]=5)(=[O:27])=[O:26])[CH:23]=4)=[CH:13][CH:14]=3)[N:9]=2)[CH2:6][CH2:5][N:4](C(OC(C)(C)C)=O)[CH2:3]1.FC(F)(F)C(O)=O, predict the reaction product. The product is: [O:1]=[C:2]1[CH2:3][NH:4][CH2:5][CH2:6][N:7]1[C:8]1[CH:17]=[N:16][C:15]2[C:10]([N:9]=1)=[CH:11][C:12]([C:18]1[CH:23]=[C:22]([NH:24][S:25]([C:28]3[CH:33]=[CH:32][CH:31]=[CH:30][CH:29]=3)(=[O:27])=[O:26])[CH:21]=[N:20][CH:19]=1)=[CH:13][CH:14]=2.